Dataset: Full USPTO retrosynthesis dataset with 1.9M reactions from patents (1976-2016). Task: Predict the reactants needed to synthesize the given product. (1) Given the product [CH2:1]([C:3]1[C:7]([N+:8]([O-:10])=[O:9])=[CH:6][NH:5][N:4]=1)[CH3:2], predict the reactants needed to synthesize it. The reactants are: [CH2:1]([C:3]1[CH:7]=[CH:6][NH:5][N:4]=1)[CH3:2].[N+:8]([O-])([O-:10])=[O:9].[K+]. (2) Given the product [Br:15][C:16]1[CH:17]=[CH:18][C:19]([CH:22]([O:25][C:26]2[CH:31]=[CH:30][CH:29]=[CH:28][CH:27]=2)[CH2:23][CH3:24])=[CH:20][CH:21]=1, predict the reactants needed to synthesize it. The reactants are: C(OC(N=NC(OC(C)C)=O)=O)(C)C.[Br:15][C:16]1[CH:21]=[CH:20][C:19]([CH:22]([OH:25])[CH2:23][CH3:24])=[CH:18][CH:17]=1.[C:26]1(O)[CH:31]=[CH:30][CH:29]=[CH:28][CH:27]=1.C1(P(C2C=CC=CC=2)C2C=CC=CC=2)C=CC=CC=1. (3) Given the product [CH3:24][S:25]([C:28]1[CH:33]=[CH:32][C:31]([C:2]2[CH:3]=[CH:4][C:5]([O:8][CH2:9][CH:10]3[CH2:15][CH2:14][N:13]([CH2:16][C:17]4([C:20]([F:23])([F:22])[F:21])[CH2:19][CH2:18]4)[CH2:12][CH2:11]3)=[N:6][CH:7]=2)=[CH:30][CH:29]=1)(=[O:27])=[O:26], predict the reactants needed to synthesize it. The reactants are: Br[C:2]1[CH:3]=[CH:4][C:5]([O:8][CH2:9][CH:10]2[CH2:15][CH2:14][N:13]([CH2:16][C:17]3([C:20]([F:23])([F:22])[F:21])[CH2:19][CH2:18]3)[CH2:12][CH2:11]2)=[N:6][CH:7]=1.[CH3:24][S:25]([C:28]1[CH:33]=[CH:32][C:31](B(O)O)=[CH:30][CH:29]=1)(=[O:27])=[O:26].C([O-])([O-])=O.[Cs+].[Cs+].O1CCOCC1. (4) Given the product [CH3:56][O:57][C:58](=[O:63])[C:59]([CH3:61])([NH:62][C:21]([C:12]1[CH:13]=[CH:14][C:15]2[C:20](=[CH:19][CH:18]=[CH:17][CH:16]=2)[C:11]=1[NH:10][CH2:9][CH2:8][CH2:7][C:1]1[CH:6]=[CH:5][CH:4]=[CH:3][CH:2]=1)=[O:22])[CH3:60], predict the reactants needed to synthesize it. The reactants are: [C:1]1([CH2:7][CH2:8][CH2:9][NH:10][C:11]2[C:20]3[C:15](=[CH:16][CH:17]=[CH:18][CH:19]=3)[CH:14]=[CH:13][C:12]=2[C:21](O)=[O:22])[CH:6]=[CH:5][CH:4]=[CH:3][CH:2]=1.ON1C2C=CC=CC=2N=N1.Cl.C(N=C=NCCCN(C)C)C.C(N(CC)C(C)C)(C)C.Cl.[CH3:56][O:57][C:58](=[O:63])[C:59]([NH2:62])([CH3:61])[CH3:60]. (5) Given the product [NH2:23][C:20]1[CH:21]=[CH:22][C:17]([O:16][C:11]2[C:10]3[C:15](=[C:6]([O:5][C:4]4[CH:27]=[CH:28][C:29]([NH2:30])=[C:2]([OH:1])[CH:3]=4)[CH:7]=[CH:8][CH:9]=3)[CH:14]=[CH:13][CH:12]=2)=[CH:18][C:19]=1[OH:26], predict the reactants needed to synthesize it. The reactants are: [OH:1][C:2]1[CH:3]=[C:4]([CH:27]=[CH:28][C:29]=1[N+:30]([O-])=O)[O:5][C:6]1[C:15]2[C:10](=[C:11]([O:16][C:17]3[CH:22]=[CH:21][C:20]([N+:23]([O-])=O)=[C:19]([OH:26])[CH:18]=3)[CH:12]=[CH:13][CH:14]=2)[CH:9]=[CH:8][CH:7]=1.[K+].[Br-]. (6) Given the product [CH2:27]([O:26][C:5]1[C:4]2[C:9](=[CH:10][CH:11]=[C:2]([C:36]3[S:37][CH:38]=[CH:39][CH:40]=3)[CH:3]=2)[C:8](=[O:12])[N:7]([CH2:13][CH:14]([CH3:16])[CH3:15])[C:6]=1[CH2:17][NH:18][C:19](=[O:25])[O:20][C:21]([CH3:22])([CH3:23])[CH3:24])[CH2:28][CH2:29][CH3:30], predict the reactants needed to synthesize it. The reactants are: Br[C:2]1[CH:3]=[C:4]2[C:9](=[CH:10][CH:11]=1)[C:8](=[O:12])[N:7]([CH2:13][CH:14]([CH3:16])[CH3:15])[C:6]([CH2:17][NH:18][C:19](=[O:25])[O:20][C:21]([CH3:24])([CH3:23])[CH3:22])=[C:5]2[O:26][CH2:27][CH2:28][CH2:29][CH3:30].C([Sn](CCCC)(CCCC)[C:36]1[S:37][CH:38]=[CH:39][CH:40]=1)CCC.O. (7) Given the product [C:32]([O:31][C:29]([NH:1][C:2]1[C:3]([CH3:28])=[CH:4][C:5]([O:6][C:7]2[CH:8]=[CH:9][C:10]([N+:22]([O-:24])=[O:23])=[C:11]([N:13]([CH3:21])[C:14](=[O:20])[O:15][C:16]([CH3:19])([CH3:18])[CH3:17])[CH:12]=2)=[CH:25][C:26]=1[CH3:27])=[O:30])([CH3:35])([CH3:34])[CH3:33], predict the reactants needed to synthesize it. The reactants are: [NH2:1][C:2]1[C:26]([CH3:27])=[CH:25][C:5]([O:6][C:7]2[CH:8]=[CH:9][C:10]([N+:22]([O-:24])=[O:23])=[C:11]([N:13]([CH3:21])[C:14](=[O:20])[O:15][C:16]([CH3:19])([CH3:18])[CH3:17])[CH:12]=2)=[CH:4][C:3]=1[CH3:28].[C:29](O[C:29]([O:31][C:32]([CH3:35])([CH3:34])[CH3:33])=[O:30])([O:31][C:32]([CH3:35])([CH3:34])[CH3:33])=[O:30].C(N(CC)CC)C.